This data is from Forward reaction prediction with 1.9M reactions from USPTO patents (1976-2016). The task is: Predict the product of the given reaction. (1) The product is: [Br:1][C:2]1[CH:3]=[N:4][N:5]2[CH:10]=[CH:9][C:8]([N:11]3[C@@H:15]([CH:16]([CH3:17])[CH3:18])[CH2:14][N:13]([CH2:25][C@H:26]4[CH2:30][CH2:29][CH2:28][N:27]4[C:31]([O:33][C:34]([CH3:35])([CH3:37])[CH3:36])=[O:32])[C:12]3=[O:19])=[N:7][C:6]=12. Given the reactants [Br:1][C:2]1[CH:3]=[N:4][N:5]2[CH:10]=[CH:9][C:8]([N:11]3[C@@H:15]([CH:16]([CH3:18])[CH3:17])[CH2:14][NH:13][C:12]3=[O:19])=[N:7][C:6]=12.CS(O[CH2:25][C@H:26]1[CH2:30][CH2:29][CH2:28][N:27]1[C:31]([O:33][C:34]([CH3:37])([CH3:36])[CH3:35])=[O:32])(=O)=O, predict the reaction product. (2) The product is: [CH2:24]([CH:26]([CH2:30][CH3:31])[C:27]([NH:1][C:2]1[C:3]([C:7]2[NH:23][C:10]3=[CH:11][C:12]4[C:13]([CH3:22])([CH3:21])[C:14](=[O:20])[N:15]([CH2:18][CH3:19])[C:16]=4[CH:17]=[C:9]3[N:8]=2)=[N:4][NH:5][CH:6]=1)=[O:28])[CH3:25]. Given the reactants [NH2:1][C:2]1[C:3]([C:7]2[NH:23][C:10]3=[CH:11][C:12]4[C:13]([CH3:22])([CH3:21])[C:14](=[O:20])[N:15]([CH2:18][CH3:19])[C:16]=4[CH:17]=[C:9]3[N:8]=2)=[N:4][NH:5][CH:6]=1.[CH2:24]([CH:26]([CH2:30][CH3:31])[C:27](Cl)=[O:28])[CH3:25], predict the reaction product. (3) Given the reactants [Cl:1][C:2]1[N:3]=[C:4]([N:12]2[CH2:17][CH2:16][O:15][CH2:14][CH2:13]2)[C:5]2[N:10]=[C:9](I)[S:8][C:6]=2[N:7]=1.[C:18]([NH:21][C:22]1[CH:23]=[C:24](B(O)O)[CH:25]=[CH:26][CH:27]=1)(=[O:20])[CH3:19], predict the reaction product. The product is: [Cl:1][C:2]1[N:3]=[C:4]([N:12]2[CH2:17][CH2:16][O:15][CH2:14][CH2:13]2)[C:5]2[N:10]=[C:9]([C:26]3[CH:27]=[C:22]([NH:21][C:18](=[O:20])[CH3:19])[CH:23]=[CH:24][CH:25]=3)[S:8][C:6]=2[N:7]=1. (4) Given the reactants [Br:1][C:2]1[CH:7]=[CH:6][C:5]([N:8]2[CH2:13][CH2:12][N:11]([CH2:14][C:15]([NH2:17])=[O:16])[CH2:10][CH2:9]2)=[C:4]([N+:18]([O-])=O)[CH:3]=1.[Cl-].[NH4+], predict the reaction product. The product is: [NH2:18][C:4]1[CH:3]=[C:2]([Br:1])[CH:7]=[CH:6][C:5]=1[N:8]1[CH2:13][CH2:12][N:11]([CH2:14][C:15]([NH2:17])=[O:16])[CH2:10][CH2:9]1. (5) Given the reactants O=[C:2]([C:9]1[CH:10]=[C:11]2[C:16](=[CH:17][CH:18]=1)[N:15]=[CH:14][CH:13]=[CH:12]2)[CH2:3][C:4]([O:6]CC)=O.[CH2:19]([C:26]1[C:27]([CH3:32])=[N:28][NH:29][C:30]=1[NH2:31])[C:20]1[CH:25]=[CH:24][CH:23]=[CH:22][CH:21]=1, predict the reaction product. The product is: [CH2:19]([C:26]1[C:27]([CH3:32])=[N:28][N:29]2[C:4](=[O:6])[CH:3]=[C:2]([C:9]3[CH:10]=[C:11]4[C:16](=[CH:17][CH:18]=3)[N:15]=[CH:14][CH:13]=[CH:12]4)[NH:31][C:30]=12)[C:20]1[CH:21]=[CH:22][CH:23]=[CH:24][CH:25]=1. (6) Given the reactants [Cl:1][C:2]1[CH:7]=[CH:6][CH:5]=[C:4]([Cl:8])[C:3]=1[NH:9][C:10](=[O:15])[C:11]([F:14])([F:13])[F:12].C1(P(C2C=CC=CC=2)C2C=CC=CC=2)C=CC=CC=1.O[CH2:36][C:37]1[C:41]([CH2:42][O:43][C:44]2[CH:45]=[C:46]3[C:50](=[CH:51][CH:52]=2)[N:49]([CH2:53][C:54]2[CH:55]=[C:56]([CH:61]=[CH:62][CH:63]=2)[C:57]([O:59][CH3:60])=[O:58])[CH:48]=[CH:47]3)=[C:40]([CH:64]([CH3:66])[CH3:65])[O:39][N:38]=1.N(C(OC(C)C)=O)=NC(OC(C)C)=O, predict the reaction product. The product is: [Cl:1][C:2]1[CH:7]=[CH:6][CH:5]=[C:4]([Cl:8])[C:3]=1[N:9]([CH2:36][C:37]1[C:41]([CH2:42][O:43][C:44]2[CH:45]=[C:46]3[C:50](=[CH:51][CH:52]=2)[N:49]([CH2:53][C:54]2[CH:55]=[C:56]([CH:61]=[CH:62][CH:63]=2)[C:57]([O:59][CH3:60])=[O:58])[CH:48]=[CH:47]3)=[C:40]([CH:64]([CH3:66])[CH3:65])[O:39][N:38]=1)[C:10](=[O:15])[C:11]([F:13])([F:14])[F:12].